This data is from Forward reaction prediction with 1.9M reactions from USPTO patents (1976-2016). The task is: Predict the product of the given reaction. (1) Given the reactants CC1C=C([C:10]2[C:11]([CH3:38])=[CH:12][C:13]3N=CN(C(C4C=CC=CC=4)(C4C=CC=CC=4)C4C=CC=CC=4)[C:14]=3[CH:37]=2)C=CC=1C=O.CC1C=C([C:48]2[C:75]([CH3:76])=[CH:74][C:51]3[N:52](C(C4C=CC=CC=4)(C4C=CC=CC=4)C4C=CC=CC=4)[CH:53]=[N:54][C:50]=3[CH:49]=2)C=CC=1C=O.[ClH:77].[CH3:78][C:79]1([CH3:86])[CH2:84][CH2:83][CH:82]([NH2:85])[CH2:81][CH2:80]1.[CH2:87](N(CC)CC)C.C(O[BH-](OC(=O)C)OC(=O)C)(=O)C.[Na+].Cl.O1CCOCC1, predict the reaction product. The product is: [ClH:77].[ClH:77].[CH3:78][C:79]1([CH3:86])[CH2:84][CH2:83][CH:82]([NH:85][CH2:87][C:10]2[CH:37]=[CH:14][C:13]([C:48]3[C:75]([CH3:76])=[CH:74][C:51]4[N:52]=[CH:53][NH:54][C:50]=4[CH:49]=3)=[CH:12][C:11]=2[CH3:38])[CH2:81][CH2:80]1. (2) Given the reactants C1COCC1.[Cl-].[Cl:7][C:8]1[N:13]=[CH:12][C:11]([CH2:14][Zn+])=[CH:10][CH:9]=1.Br[C:17]1[S:32][C:20]2[N:21]=[C:22]([C:26]3[O:27][C:28]([CH3:31])=[CH:29][CH:30]=3)[N:23]=[C:24]([NH2:25])[C:19]=2[CH:18]=1, predict the reaction product. The product is: [Cl:7][C:8]1[N:13]=[CH:12][C:11]([CH2:14][C:17]2[S:32][C:20]3[N:21]=[C:22]([C:26]4[O:27][C:28]([CH3:31])=[CH:29][CH:30]=4)[N:23]=[C:24]([NH2:25])[C:19]=3[CH:18]=2)=[CH:10][CH:9]=1.